Dataset: NCI-60 drug combinations with 297,098 pairs across 59 cell lines. Task: Regression. Given two drug SMILES strings and cell line genomic features, predict the synergy score measuring deviation from expected non-interaction effect. (1) Drug 1: CC1=C2C(C(=O)C3(C(CC4C(C3C(C(C2(C)C)(CC1OC(=O)C(C(C5=CC=CC=C5)NC(=O)C6=CC=CC=C6)O)O)OC(=O)C7=CC=CC=C7)(CO4)OC(=O)C)O)C)OC(=O)C. Drug 2: CC(C)(C#N)C1=CC(=CC(=C1)CN2C=NC=N2)C(C)(C)C#N. Cell line: OVCAR-5. Synergy scores: CSS=2.95, Synergy_ZIP=-0.483, Synergy_Bliss=0.448, Synergy_Loewe=-1.78, Synergy_HSA=-1.21. (2) Drug 1: C(=O)(N)NO. Drug 2: C1=NC2=C(N1)C(=S)N=CN2. Cell line: OVCAR-4. Synergy scores: CSS=39.4, Synergy_ZIP=0.969, Synergy_Bliss=2.29, Synergy_Loewe=-36.3, Synergy_HSA=0.717.